This data is from Reaction yield outcomes from USPTO patents with 853,638 reactions. The task is: Predict the reaction yield, written as a fraction of the theoretical maximum amount of product (1.0 means a 100% yield; for example, 0.34 means a 34% yield). (1) The reactants are [CH3:1][CH:2]([CH3:8])[C:3](=[O:7])[CH2:4][C:5]#[N:6].[CH2:9](O)[CH2:10][OH:11].Cl[Si](C)(C)C.C(=O)(O)[O-].[Na+]. The catalyst is ClCCl. The product is [CH:2]([C:3]1([CH2:4][C:5]#[N:6])[O:11][CH2:10][CH2:9][O:7]1)([CH3:8])[CH3:1]. The yield is 0.780. (2) The product is [CH3:1][O:2][C:3]1[CH:4]=[C:5]2[C:10](=[CH:11][C:12]=1[O:13][CH3:14])[N:9]=[C:8]([O:15][CH:16]1[CH2:21][CH2:20][CH:19]([O:22][CH3:25])[CH2:18][CH2:17]1)[CH:7]=[N:6]2. The reactants are [CH3:1][O:2][C:3]1[CH:4]=[C:5]2[C:10](=[CH:11][C:12]=1[O:13][CH3:14])[N:9]=[C:8]([O:15][C@H:16]1[CH2:21][CH2:20][C@H:19]([OH:22])[CH2:18][CH2:17]1)[CH:7]=[N:6]2.[H-].[Na+].[CH3:25]I. The yield is 0.450. The catalyst is C1COCC1.CN(C=O)C. (3) The reactants are [F:1][C:2]1[CH:7]=[CH:6][C:5]([CH:8]([C:22]2[CH:27]=[CH:26][C:25]([F:28])=[CH:24][CH:23]=2)[CH2:9][CH2:10][CH2:11][N:12]2[CH2:21][CH2:20][C:15]3([O:19]CC[O:16]3)[CH2:14][CH2:13]2)=[CH:4][CH:3]=1. The catalyst is O1CCCC1. The product is [F:1][C:2]1[CH:3]=[CH:4][C:5]([CH:8]([C:22]2[CH:23]=[CH:24][C:25]([F:28])=[CH:26][CH:27]=2)[CH2:9][CH2:10][CH2:11][N:12]2[CH2:21][CH2:20][C:15]([OH:19])([OH:16])[CH2:14][CH2:13]2)=[CH:6][CH:7]=1. The yield is 0.840.